Dataset: Hepatocyte clearance measurements from AstraZeneca. Task: Regression/Classification. Given a drug SMILES string, predict its absorption, distribution, metabolism, or excretion properties. Task type varies by dataset: regression for continuous measurements (e.g., permeability, clearance, half-life) or binary classification for categorical outcomes (e.g., BBB penetration, CYP inhibition). For this dataset (clearance_hepatocyte_az), we predict log10(clearance) (log10 of the in vitro intrinsic clearance, CLint, in uL/min per 10^6 hepatocytes; values are censored to the assay range of 3 to 150, which is 0.477 to 2.18 on this log10 scale). (1) The compound is CCOc1ncc(C)c2c1[C@H](c1ccc(C#N)cc1OC)C(C(N)=O)=C(C)N2. The log10(clearance) is 1.43. (2) The molecule is N=c1c(S(=O)(=O)c2ccc(Cl)cc2)cc2c(=O)n3ccccc3nc2n1C1CCCC1. The log10(clearance) is 1.55. (3) The log10(clearance) is 1.76. The compound is O=c1[nH]c2c(O)ccc([C@@H](O)CNCCCOCCOCCc3ccccc3)c2s1.